From a dataset of Forward reaction prediction with 1.9M reactions from USPTO patents (1976-2016). Predict the product of the given reaction. (1) Given the reactants [Cl:1][C:2]1[C:3]([N:8]2[C:12]([C:13]3[O:14][C:15](=[O:25])[C:16]4[CH:22]=[C:21]([I:23])[CH:20]=[C:19](O)[C:17]=4[N:18]=3)=[CH:11][C:10]([C:26]([F:29])([F:28])[F:27])=[N:9]2)=[N:4][CH:5]=[CH:6][CH:7]=1.Cl.[C:31]1([NH2:37])([CH:34]2[CH2:36][CH2:35]2)[CH2:33][CH2:32]1.[CH2:38](N(CC)CC)C, predict the reaction product. The product is: [C:31]1([NH:37][C:15]([C:16]2[CH:22]=[C:21]([I:23])[CH:20]=[C:19]([CH3:38])[C:17]=2[NH:18][C:13]([C:12]2[N:8]([C:3]3[C:2]([Cl:1])=[CH:7][CH:6]=[CH:5][N:4]=3)[N:9]=[C:10]([C:26]([F:28])([F:29])[F:27])[CH:11]=2)=[O:14])=[O:25])([CH:34]2[CH2:36][CH2:35]2)[CH2:33][CH2:32]1. (2) The product is: [CH:15](=[C:16]1[CH2:17][CH2:18][CH2:13][C:12]1=[O:19])[C:21]1[CH:26]=[CH:25][CH:24]=[CH:23][CH:22]=1. Given the reactants C1(N2CCOCC2)CCCC=1.[CH:12](=[O:19])[C:13]1[CH:18]=[CH:17][CH:16]=[CH:15]C=1.Cl.[CH:21]1[CH:26]=[CH:25][CH:24]=[CH:23][CH:22]=1, predict the reaction product. (3) Given the reactants [C:1]([O:5][C:6]([N:8]1[C:12]2=[N:13][CH:14]=[C:15]([C:17]#[N:18])[CH:16]=[C:11]2[C:10]([CH2:19]N(C)C)=[CH:9]1)=[O:7])([CH3:4])([CH3:3])[CH3:2].[Cl:23]C(OCC)=O.O, predict the reaction product. The product is: [C:1]([O:5][C:6]([N:8]1[C:12]2=[N:13][CH:14]=[C:15]([C:17]#[N:18])[CH:16]=[C:11]2[C:10]([CH2:19][Cl:23])=[CH:9]1)=[O:7])([CH3:4])([CH3:3])[CH3:2]. (4) The product is: [CH3:13][C:10]1[CH:11]=[CH:12][C:2]([N:18]2[CH2:19][CH2:20][N:15]([CH3:14])[CH2:16][CH2:17]2)=[C:3]([CH:9]=1)[C:4]([O:6][CH2:7][CH3:8])=[O:5]. Given the reactants F[C:2]1[CH:12]=[CH:11][C:10]([CH3:13])=[CH:9][C:3]=1[C:4]([O:6][CH2:7][CH3:8])=[O:5].[CH3:14][N:15]1[CH2:20][CH2:19][NH:18][CH2:17][CH2:16]1, predict the reaction product. (5) Given the reactants [NH2:1][C:2]1[CH:3]=[C:4]([CH:7]=[CH:8][C:9]=1[NH2:10])[C:5]#[N:6].[Cl:11][C:12]1[CH:16]=[CH:15][S:14][C:13]=1[C:17](Cl)=[O:18], predict the reaction product. The product is: [C:5]([C:4]1[CH:7]=[CH:8][C:9]([NH:10][C:17]([C:13]2[S:14][CH:15]=[CH:16][C:12]=2[Cl:11])=[O:18])=[C:2]([NH:1][C:17]([C:13]2[S:14][CH:15]=[CH:16][C:12]=2[Cl:11])=[O:18])[CH:3]=1)#[N:6]. (6) Given the reactants Cl(O)(=O)(=O)=O.[Br:6][C:7]1[C:15]2[C:10](=[N:11][CH:12]=[CH:13][CH:14]=2)[S:9][C:8]=1[CH:16]([OH:21])[C:17]([O:19][CH3:20])=[O:18], predict the reaction product. The product is: [Br:6][C:7]1[C:15]2[C:10](=[N:11][CH:12]=[CH:13][CH:14]=2)[S:9][C:8]=1[CH:16]([O:21][C:15]([CH3:7])([CH3:10])[CH3:14])[C:17]([O:19][CH3:20])=[O:18]. (7) Given the reactants [NH2:1][C:2]1[CH:9]=[CH:8][CH:7]=[C:6]([F:10])[C:3]=1[C:4]#[N:5].Br.Br[CH:13]([C:15]1[CH:16]=[C:17]([C:32]([N:34]([CH3:36])[CH3:35])=[O:33])[CH:18]=[C:19]2[C:24]=1[O:23][C:22]([N:25]1[CH2:30][CH2:29][O:28][CH2:27][CH2:26]1)=[CH:21][C:20]2=[O:31])[CH3:14], predict the reaction product. The product is: [C:4]([C:3]1[C:6]([F:10])=[CH:7][CH:8]=[CH:9][C:2]=1[NH:1][CH:13]([C:15]1[CH:16]=[C:17]([C:32]([N:34]([CH3:36])[CH3:35])=[O:33])[CH:18]=[C:19]2[C:24]=1[O:23][C:22]([N:25]1[CH2:30][CH2:29][O:28][CH2:27][CH2:26]1)=[CH:21][C:20]2=[O:31])[CH3:14])#[N:5]. (8) Given the reactants P(Cl)(Cl)(Cl)=O.[Cl:6][C:7]1[CH:8]=[C:9]2[C:13](=[CH:14][CH:15]=1)[N:12]([CH3:16])[CH:11]=[CH:10]2.[C:17](=O)(O)[O-:18].[Na+], predict the reaction product. The product is: [Cl:6][C:7]1[CH:8]=[C:9]2[C:13](=[CH:14][CH:15]=1)[N:12]([CH3:16])[CH:11]=[C:10]2[CH:17]=[O:18]. (9) Given the reactants C(OC([N:8]1[CH2:13][CH2:12][CH:11]([O:14][CH2:15][C:16](=[O:48])[NH:17][CH:18]([B:35]2[O:43]C3C(C)(C4CC(C3)C4(C)C)[O:36]2)[CH2:19][C:20]2[CH:25]=[CH:24][CH:23]=[C:22]([C:26]([O:28]C(C)(C)C)=[O:27])[C:21]=2OC)[CH2:10][CH2:9]1)=O)(C)(C)C.B(Cl)(Cl)Cl, predict the reaction product. The product is: [OH:36][B:35]1[CH:18]([NH:17][C:16](=[O:48])[CH2:15][O:14][CH:11]2[CH2:10][CH2:9][NH:8][CH2:13][CH2:12]2)[CH2:19][C:20]2[CH:25]=[CH:24][CH:23]=[C:22]([C:26]([OH:28])=[O:27])[C:21]=2[O:43]1.